Dataset: Catalyst prediction with 721,799 reactions and 888 catalyst types from USPTO. Task: Predict which catalyst facilitates the given reaction. Reactant: C(OC([N:8]1[CH2:13][CH2:12][CH:11]([CH:14]([C:33]([OH:35])=[O:34])[NH:15][S:16]([C:19]2[CH:24]=[CH:23][C:22]([C:25]3[CH:30]=[CH:29][C:28]([O:31][CH3:32])=[CH:27][CH:26]=3)=[CH:21][CH:20]=2)(=[O:18])=[O:17])[CH2:10][CH2:9]1)=O)(C)(C)C.FC(F)(F)C(O)=O. Product: [CH3:32][O:31][C:28]1[CH:27]=[CH:26][C:25]([C:22]2[CH:21]=[CH:20][C:19]([S:16]([NH:15][CH:14]([CH:11]3[CH2:10][CH2:9][NH:8][CH2:13][CH2:12]3)[C:33]([OH:35])=[O:34])(=[O:18])=[O:17])=[CH:24][CH:23]=2)=[CH:30][CH:29]=1. The catalyst class is: 4.